This data is from Full USPTO retrosynthesis dataset with 1.9M reactions from patents (1976-2016). The task is: Predict the reactants needed to synthesize the given product. (1) Given the product [F:1][C:2]([F:11])([F:10])[CH:3]1[CH2:8][CH2:7][C:6]([C:52]2[CH:53]=[CH:54][C:49]([C:47]([O:46][CH2:44][CH3:45])=[O:48])=[CH:50][CH:51]=2)=[CH:5][CH2:4]1, predict the reactants needed to synthesize it. The reactants are: [F:1][C:2]([F:11])([F:10])[CH:3]1[CH2:8][CH2:7][C:6](=O)[CH2:5][CH2:4]1.C[Si]([N-][Si](C)(C)C)(C)C.[Li+].FC(F)(F)S(N(C1C=CC(Cl)=CN=1)S(C(F)(F)F)(=O)=O)(=O)=O.[CH2:44]([O:46][C:47]([C:49]1[CH:54]=[CH:53][C:52](B(O)O)=[CH:51][CH:50]=1)=[O:48])[CH3:45].C(=O)([O-])[O-].[Na+].[Na+]. (2) Given the product [I:22][C:20]1[CH:19]=[CH:18][N:17]=[C:16]([N:8]2[C:9]3[C:5](=[CH:4][C:3]([O:2][CH3:1])=[CH:11][CH:10]=3)[C:6]([C:12]([OH:14])=[O:13])=[N:7]2)[CH:21]=1, predict the reactants needed to synthesize it. The reactants are: [CH3:1][O:2][C:3]1[CH:4]=[C:5]2[C:9](=[CH:10][CH:11]=1)[NH:8][N:7]=[C:6]2[C:12]([OH:14])=[O:13].F[C:16]1[CH:21]=[C:20]([I:22])[CH:19]=[CH:18][N:17]=1.